Dataset: Peptide-MHC class II binding affinity with 134,281 pairs from IEDB. Task: Regression. Given a peptide amino acid sequence and an MHC pseudo amino acid sequence, predict their binding affinity value. This is MHC class II binding data. (1) The peptide sequence is IWYMWLGARYLEFEAHHHHHH. The MHC is DRB1_0404 with pseudo-sequence DRB1_0404. The binding affinity (normalized) is 0. (2) The peptide sequence is GATRERSLWIIFSKN. The MHC is DRB1_0701 with pseudo-sequence DRB1_0701. The binding affinity (normalized) is 0.187. (3) The peptide sequence is EDNFFLFGAKADQVA. The MHC is HLA-DQA10401-DQB10402 with pseudo-sequence HLA-DQA10401-DQB10402. The binding affinity (normalized) is 0.370. (4) The peptide sequence is SLETVAIDRPAEVRKHHHHHH. The MHC is DRB1_0404 with pseudo-sequence DRB1_0404. The binding affinity (normalized) is 0.519. (5) The peptide sequence is APGDSPNTDGIHIGD. The MHC is DRB1_0701 with pseudo-sequence DRB1_0701. The binding affinity (normalized) is 0.0440. (6) The binding affinity (normalized) is 0.452. The peptide sequence is VNWEVIIMDEAHFLDHHHHHH. The MHC is DRB1_1101 with pseudo-sequence DRB1_1101. (7) The peptide sequence is IPVMAYLVGLFAWVL. The MHC is DRB1_0701 with pseudo-sequence DRB1_0701. The binding affinity (normalized) is 0.245.